This data is from Forward reaction prediction with 1.9M reactions from USPTO patents (1976-2016). The task is: Predict the product of the given reaction. (1) Given the reactants [C:1]1([NH:7][C:8]2[S:9][CH:10]=[C:11]([C:13]([C:15]3[CH:20]=[C:19]([O:21][CH3:22])[C:18]([O:23][CH3:24])=[C:17]([O:25][CH3:26])[CH:16]=3)=[O:14])[N:12]=2)[CH:6]=[CH:5][CH:4]=[CH:3][CH:2]=1.[Cl:27]C1C=CC(NC(N)=S)=CC=1.BrCC(=O)C(OCC)=O, predict the reaction product. The product is: [Cl:27][C:4]1[CH:5]=[CH:6][C:1]([NH:7][C:8]2[S:9][CH:10]=[C:11]([C:13]([C:15]3[CH:20]=[C:19]([O:21][CH3:22])[C:18]([O:23][CH3:24])=[C:17]([O:25][CH3:26])[CH:16]=3)=[O:14])[N:12]=2)=[CH:2][CH:3]=1. (2) Given the reactants [C:1](O[BH-](OC(=O)C)OC(=O)C)(=O)[CH3:2].[F:14][C:15]([F:20])([F:19])[C:16]([O-:18])=[O:17].[NH2:21][C:22]([C:24]1[C:32]2[C:28](=[CH:29][N:30]([C:33]3[CH:48]=[CH:47][C:36]([C:37]([NH:39][CH2:40][C:41]4[CH:46]=[CH:45][NH+]=CC=4)=O)=[CH:35][CH:34]=3)[N:31]=2)[CH:27]=[CH:26][CH:25]=1)=[O:23].C(C1C=CC(N2C=C3C(C(C(N)=O)=CC=C3)=N2)=CC=1)=O.C1(N)CCCCC1, predict the reaction product. The product is: [F:14][C:15]([F:20])([F:19])[C:16]([O-:18])=[O:17].[NH2:21][C:22]([C:24]1[C:32]2[C:28](=[CH:29][N:30]([C:33]3[CH:48]=[CH:47][C:36]([CH2:37][NH2+:39][CH:40]4[CH2:41][CH2:46][CH2:45][CH2:2][CH2:1]4)=[CH:35][CH:34]=3)[N:31]=2)[CH:27]=[CH:26][CH:25]=1)=[O:23]. (3) Given the reactants Cl[C:2]([C:4]1[CH:5]=[C:6]([C:14]2[CH:19]=[CH:18][C:17]([C:20]([F:23])([F:22])[F:21])=[CH:16][CH:15]=2)[CH:7]=[CH:8][C:9]=1[O:10][C:11](=[O:13])[CH3:12])=[O:3].[CH3:24][O:25][C:26](=[O:44])[C@@H:27]([NH2:43])[CH2:28][C:29]1[CH:34]=[CH:33][C:32]([C:35]2[CH:40]=[CH:39][C:38]([F:41])=[C:37]([Cl:42])[CH:36]=2)=[CH:31][CH:30]=1, predict the reaction product. The product is: [CH3:24][O:25][C:26](=[O:44])[C@@H:27]([NH:43][C:2]([C:4]1[CH:5]=[C:6]([C:14]2[CH:15]=[CH:16][C:17]([C:20]([F:22])([F:23])[F:21])=[CH:18][CH:19]=2)[CH:7]=[CH:8][C:9]=1[O:10][C:11](=[O:13])[CH3:12])=[O:3])[CH2:28][C:29]1[CH:34]=[CH:33][C:32]([C:35]2[CH:40]=[CH:39][C:38]([F:41])=[C:37]([Cl:42])[CH:36]=2)=[CH:31][CH:30]=1. (4) Given the reactants [I:1][C:2]1[C:10]2[N:9]=[CH:8][NH:7][C:6]=2[CH:5]=[CH:4][CH:3]=1.[H-].[Na+].[CH3:13][Si:14]([CH3:21])([CH3:20])[CH2:15][CH2:16][O:17][CH2:18]Cl.O, predict the reaction product. The product is: [I:1][C:2]1[C:10]2[N:9]=[CH:8][N:7]([CH2:18][O:17][CH2:16][CH2:15][Si:14]([CH3:21])([CH3:20])[CH3:13])[C:6]=2[CH:5]=[CH:4][CH:3]=1.